From a dataset of Catalyst prediction with 721,799 reactions and 888 catalyst types from USPTO. Predict which catalyst facilitates the given reaction. (1) Reactant: C(NC(C)C)(C)C.C([Li])CCC.[C:13]([N:16]1[CH2:21][CH2:20][C:19](=[O:22])[CH2:18][CH2:17]1)(=[O:15])[CH3:14].C1C=CC(N[S:30]([C:33]([F:36])([F:35])[F:34])(=[O:32])=[O:31])=CC=1. Product: [F:34][C:33]([F:36])([F:35])[S:30]([O:22][C:19]1[CH2:18][CH2:17][N:16]([C:13](=[O:15])[CH3:14])[CH2:21][CH:20]=1)(=[O:32])=[O:31]. The catalyst class is: 1. (2) Product: [F:32][C:11]1[CH:10]=[C:9]([O:8][C:6]2[CH:5]=[CH:4][N:3]=[C:2]([NH:1][C:45](=[O:46])[CH2:44][O:43][CH3:42])[CH:7]=2)[C:14]([F:15])=[CH:13][C:12]=1[NH:16][C:17]([C:19]1([C:22]([NH:24][C:25]2[CH:26]=[CH:27][C:28]([F:31])=[CH:29][CH:30]=2)=[O:23])[CH2:21][CH2:20]1)=[O:18]. The catalyst class is: 56. Reactant: [NH2:1][C:2]1[CH:7]=[C:6]([O:8][C:9]2[C:14]([F:15])=[CH:13][C:12]([NH:16][C:17]([C:19]3([C:22]([NH:24][C:25]4[CH:30]=[CH:29][C:28]([F:31])=[CH:27][CH:26]=4)=[O:23])[CH2:21][CH2:20]3)=[O:18])=[C:11]([F:32])[CH:10]=2)[CH:5]=[CH:4][N:3]=1.C(N(C(C)C)CC)(C)C.[CH3:42][O:43][CH2:44][C:45](Cl)=[O:46].